Dataset: Peptide-MHC class II binding affinity with 134,281 pairs from IEDB. Task: Regression. Given a peptide amino acid sequence and an MHC pseudo amino acid sequence, predict their binding affinity value. This is MHC class II binding data. (1) The peptide sequence is LMVVVIPEPGQQRSI. The MHC is HLA-DQA10501-DQB10302 with pseudo-sequence HLA-DQA10501-DQB10302. The binding affinity (normalized) is 0.443. (2) The peptide sequence is FPGGKCSGITVSSTY. The MHC is DRB1_0401 with pseudo-sequence DRB1_0401. The binding affinity (normalized) is 0.112. (3) The MHC is DRB3_0202 with pseudo-sequence DRB3_0202. The peptide sequence is GCLQIVDKIDAAFKI. The binding affinity (normalized) is 0.175. (4) The peptide sequence is KPAAAATATATSAVG. The binding affinity (normalized) is 0.237. The MHC is DRB1_0101 with pseudo-sequence DRB1_0101. (5) The peptide sequence is EMTYKNKVVKVLRPA. The MHC is DRB1_0801 with pseudo-sequence QEFFIASGAAVDAIMESGFDYYSFDRLTYHVGFT. The binding affinity (normalized) is 0.625. (6) The peptide sequence is AALHPFALLLVLAGWK. The MHC is HLA-DQA10102-DQB10501 with pseudo-sequence HLA-DQA10102-DQB10501. The binding affinity (normalized) is 0.580.